This data is from NCI-60 drug combinations with 297,098 pairs across 59 cell lines. The task is: Regression. Given two drug SMILES strings and cell line genomic features, predict the synergy score measuring deviation from expected non-interaction effect. (1) Drug 1: C1=NC2=C(N=C(N=C2N1C3C(C(C(O3)CO)O)F)Cl)N. Drug 2: CC(C)NC(=O)C1=CC=C(C=C1)CNNC.Cl. Cell line: SK-OV-3. Synergy scores: CSS=12.7, Synergy_ZIP=-2.61, Synergy_Bliss=-0.357, Synergy_Loewe=-16.6, Synergy_HSA=-1.41. (2) Drug 1: CC1C(C(CC(O1)OC2CC(CC3=C2C(=C4C(=C3O)C(=O)C5=C(C4=O)C(=CC=C5)OC)O)(C(=O)C)O)N)O.Cl. Drug 2: C(CCl)NC(=O)N(CCCl)N=O. Cell line: HL-60(TB). Synergy scores: CSS=31.4, Synergy_ZIP=2.90, Synergy_Bliss=9.64, Synergy_Loewe=-30.8, Synergy_HSA=7.48. (3) Drug 1: CC1=CC=C(C=C1)C2=CC(=NN2C3=CC=C(C=C3)S(=O)(=O)N)C(F)(F)F. Drug 2: CC1CCC2CC(C(=CC=CC=CC(CC(C(=O)C(C(C(=CC(C(=O)CC(OC(=O)C3CCCCN3C(=O)C(=O)C1(O2)O)C(C)CC4CCC(C(C4)OC)O)C)C)O)OC)C)C)C)OC. Cell line: CCRF-CEM. Synergy scores: CSS=13.1, Synergy_ZIP=4.56, Synergy_Bliss=12.8, Synergy_Loewe=5.47, Synergy_HSA=4.70. (4) Drug 1: C1=CC=C(C(=C1)C(C2=CC=C(C=C2)Cl)C(Cl)Cl)Cl. Drug 2: C1=NC2=C(N=C(N=C2N1C3C(C(C(O3)CO)O)F)Cl)N. Cell line: SK-OV-3. Synergy scores: CSS=3.22, Synergy_ZIP=-1.23, Synergy_Bliss=-4.00, Synergy_Loewe=-23.6, Synergy_HSA=-3.53. (5) Drug 1: CCC1(C2=C(COC1=O)C(=O)N3CC4=CC5=C(C=CC(=C5CN(C)C)O)N=C4C3=C2)O.Cl. Drug 2: CC1C(C(CC(O1)OC2CC(CC3=C2C(=C4C(=C3O)C(=O)C5=CC=CC=C5C4=O)O)(C(=O)C)O)N)O. Cell line: HCC-2998. Synergy scores: CSS=61.4, Synergy_ZIP=-11.7, Synergy_Bliss=-16.6, Synergy_Loewe=-13.9, Synergy_HSA=-12.5.